Dataset: Forward reaction prediction with 1.9M reactions from USPTO patents (1976-2016). Task: Predict the product of the given reaction. (1) Given the reactants [O:1]=[C:2]1[NH:6][N:5]=[C:4]([CH2:7][C:8]2[CH:13]=[CH:12][C:11]([NH:14][S:15]([CH3:18])(=[O:17])=[O:16])=[CH:10][CH:9]=2)[CH2:3]1.[N+:19]1([O-])[C:28]2[C:23](=[CH:24][CH:25]=[CH:26][CH:27]=2)[CH:22]=[CH:21][CH:20]=1.CS(NC1C=CC(CC(O)=O)=CC=1)(=O)=O.CC1(C)OC(=O)CC(=O)O1, predict the reaction product. The product is: [O:1]=[C:2]1[NH:6][N:5]=[C:4]([CH2:7][C:8]2[CH:9]=[CH:10][C:11]([NH:14][S:15]([CH3:18])(=[O:17])=[O:16])=[CH:12][CH:13]=2)/[C:3]/1=[C:20]1/[NH:19][C:28]2[C:23]([CH:22]=[CH:21]/1)=[CH:24][CH:25]=[CH:26][CH:27]=2. (2) Given the reactants [N+:1]([C:4]1[CH:12]=[CH:11][CH:10]=[C:9]2[C:5]=1[C:6](=O)[NH:7][C:8]2=O)([O-:3])=[O:2].B.CO.Cl, predict the reaction product. The product is: [N+:1]([C:4]1[CH:12]=[CH:11][CH:10]=[C:9]2[C:5]=1[CH2:6][NH:7][CH2:8]2)([O-:3])=[O:2].